Dataset: Peptide-MHC class II binding affinity with 134,281 pairs from IEDB. Task: Regression. Given a peptide amino acid sequence and an MHC pseudo amino acid sequence, predict their binding affinity value. This is MHC class II binding data. The peptide sequence is ATTEEQKLIEDINAS. The MHC is HLA-DQA10501-DQB10201 with pseudo-sequence HLA-DQA10501-DQB10201. The binding affinity (normalized) is 0.255.